From a dataset of Forward reaction prediction with 1.9M reactions from USPTO patents (1976-2016). Predict the product of the given reaction. (1) Given the reactants [F:1][C:2]([F:12])([F:11])[C:3]1[CH:8]=[CH:7][C:6]([N+:9]#[C-:10])=[CH:5][CH:4]=1.[C:13]([O:17][C:18]([N:20]1[CH2:25][CH2:24][C:23]2[N:26]([CH3:44])[C:27]([C:37]3[CH:42]=[CH:41][N:40]=[C:39]([NH2:43])[N:38]=3)=[C:28]([CH2:29][C:30]3[CH:35]=[CH:34][CH:33]=[C:32]([NH2:36])[CH:31]=3)[C:22]=2[C:21]1=[O:45])=[O:19])([CH3:16])([CH3:15])[CH3:14].CC([O:50]C)(C)C, predict the reaction product. The product is: [C:13]([O:17][C:18]([N:20]1[CH2:25][CH2:24][C:23]2[N:26]([CH3:44])[C:27]([C:37]3[CH:42]=[CH:41][N:40]=[C:39]([NH2:43])[N:38]=3)=[C:28]([CH2:29][C:30]3[CH:35]=[CH:34][CH:33]=[C:32]([NH:36][C:10]([NH:9][C:6]4[CH:5]=[CH:4][C:3]([C:2]([F:11])([F:12])[F:1])=[CH:8][CH:7]=4)=[O:50])[CH:31]=3)[C:22]=2[C:21]1=[O:45])=[O:19])([CH3:15])([CH3:16])[CH3:14]. (2) Given the reactants [C:1]1(B(O)O)[CH:6]=[CH:5][CH:4]=[CH:3][CH:2]=1.[F-].[K+].Br[C:13]1[CH:22]=[CH:21][C:16]([NH:17][C:18](=[O:20])[CH3:19])=[CH:15][CH:14]=1, predict the reaction product. The product is: [C:18]([NH:17][C:16]1[CH:21]=[CH:22][C:13]([C:1]2[CH:6]=[CH:5][CH:4]=[CH:3][CH:2]=2)=[CH:14][CH:15]=1)(=[O:20])[CH3:19]. (3) Given the reactants Cl[CH2:2][C:3]1[S:7][C:6]([NH:8][C:9](=[O:11])[CH3:10])=[N:5][CH:4]=1.Cl.[O:13]1[C:17]2[CH:18]=[CH:19][C:20]([CH:22]([N:24]3[CH2:29][CH2:28][NH:27][CH2:26][CH2:25]3)[CH3:23])=[CH:21][C:16]=2[O:15][CH2:14]1.CCN(C(C)C)C(C)C, predict the reaction product. The product is: [O:13]1[C:17]2[CH:18]=[CH:19][C:20]([CH:22]([N:24]3[CH2:29][CH2:28][N:27]([CH2:2][C:3]4[S:7][C:6]([NH:8][C:9](=[O:11])[CH3:10])=[N:5][CH:4]=4)[CH2:26][CH2:25]3)[CH3:23])=[CH:21][C:16]=2[O:15][CH2:14]1. (4) Given the reactants [CH:1]12[CH2:9][CH2:8][CH:4]([C:5](=[O:7])[CH2:6]1)[CH2:3][C:2]2=[O:10].[CH2:11](O)[CH2:12][OH:13].CC1C=CC(S(O)(=O)=O)=CC=1, predict the reaction product. The product is: [O:7]1[CH2:11][CH2:12][O:13][C:5]21[CH2:6][CH:1]1[CH2:9][CH2:8][CH:4]2[CH2:3][C:2]1=[O:10]. (5) Given the reactants [C:1]([C:3]1[C:4](Cl)=[N:5][CH:6]=[CH:7][N:8]=1)#[N:2].[NH:10]1[CH2:15][CH2:14][O:13][CH2:12][CH2:11]1, predict the reaction product. The product is: [N:10]1([C:4]2[C:3]([C:1]#[N:2])=[N:8][CH:7]=[CH:6][N:5]=2)[CH2:15][CH2:14][O:13][CH2:12][CH2:11]1. (6) Given the reactants [C:1]1([NH:7][C:8]([NH:10][C:11]2[CH:16]=[CH:15][C:14]([C:17]3[C:21]([C:22]4[CH:27]=[CH:26][N:25]=[C:24]5[NH:28][CH:29]=[CH:30][C:23]=45)=[CH:20][N:19]([CH2:31][C:32]([OH:34])=O)[N:18]=3)=[CH:13][CH:12]=2)=[O:9])[CH:6]=[CH:5][CH:4]=[CH:3][CH:2]=1.C([N:37](CC)CC)C.C(OC(Cl)=O)C.[OH-].[NH4+], predict the reaction product. The product is: [C:1]1([NH:7][C:8]([NH:10][C:11]2[CH:16]=[CH:15][C:14]([C:17]3[C:21]([C:22]4[CH:27]=[CH:26][N:25]=[C:24]5[NH:28][CH:29]=[CH:30][C:23]=45)=[CH:20][N:19]([CH2:31][C:32]([NH2:37])=[O:34])[N:18]=3)=[CH:13][CH:12]=2)=[O:9])[CH:6]=[CH:5][CH:4]=[CH:3][CH:2]=1.